This data is from Reaction yield outcomes from USPTO patents with 853,638 reactions. The task is: Predict the reaction yield, written as a fraction of the theoretical maximum amount of product (1.0 means a 100% yield; for example, 0.34 means a 34% yield). (1) The reactants are Cl[C:2]1[CH:3]=[CH:4][C:5]2[N:6]=[C:7]([CH2:20][N:21]3[CH2:24][CH:23]([F:25])[CH2:22]3)[N:8]3[C:16]4[CH:15]=[CH:14][CH:13]=[C:12]([F:17])[C:11]=4[CH:10]=[C:9]3[C:18]=2[N:19]=1.[CH3:26][NH:27][C:28]([C:30]1[C:34]2[CH:35]=[C:36](B3OC(C)(C)C(C)(C)O3)[C:37]([N:39]([CH3:44])[S:40]([CH3:43])(=[O:42])=[O:41])=[CH:38][C:33]=2[O:32][C:31]=1[C:54]1[CH:55]=[N:56][C:57]([CH3:60])=[CH:58][CH:59]=1)=[O:29].C([O-])([O-])=O.[K+].[K+].CC(C1C=C(C(C)C)C(C2C=CC=CC=2P(C2CCCCC2)C2CCCCC2)=C(C(C)C)C=1)C. The catalyst is O1CCOCC1.O.C1C=CC(/C=C/C(/C=C/C2C=CC=CC=2)=O)=CC=1.C1C=CC(/C=C/C(/C=C/C2C=CC=CC=2)=O)=CC=1.C1C=CC(/C=C/C(/C=C/C2C=CC=CC=2)=O)=CC=1.[Pd].[Pd]. The product is [F:17][C:12]1[C:11]2[CH:10]=[C:9]3[C:18]4[N:19]=[C:2]([C:36]5[C:37]([N:39]([CH3:44])[S:40]([CH3:43])(=[O:42])=[O:41])=[CH:38][C:33]6[O:32][C:31]([C:54]7[CH:55]=[N:56][C:57]([CH3:60])=[CH:58][CH:59]=7)=[C:30]([C:28]([NH:27][CH3:26])=[O:29])[C:34]=6[CH:35]=5)[CH:3]=[CH:4][C:5]=4[N:6]=[C:7]([CH2:20][N:21]4[CH2:24][CH:23]([F:25])[CH2:22]4)[N:8]3[C:16]=2[CH:15]=[CH:14][CH:13]=1. The yield is 0.280. (2) The reactants are [N:1]1[C:8](Cl)=[N:7][C:5]([Cl:6])=[N:4][C:2]=1[Cl:3].C(=O)(O)[O-].[K+].[CH:15]1([CH2:21][OH:22])[CH2:20][CH2:19][CH2:18][CH2:17][CH2:16]1. The catalyst is C1(C)C=CC=CC=1.C1OCCOCCOCCOCCOCCOC1. The product is [Cl:3][C:2]1[N:4]=[C:5]([Cl:6])[N:7]=[C:8]([O:22][CH2:21][CH:15]2[CH2:20][CH2:19][CH2:18][CH2:17][CH2:16]2)[N:1]=1. The yield is 0.990. (3) The catalyst is C(O)C.O. The yield is 0.740. The product is [Cl:2][C:3]1[CH:8]=[C:7]2[C:6](=[CH:5][CH:4]=1)[N:9]([CH2:11][CH2:12][CH2:13][C:14]1[CH:19]=[CH:18][CH:17]=[CH:16][CH:15]=1)[CH:23]=[C:24]2[CH2:25][CH2:26][NH:27][CH3:28]. The reactants are Cl.[Cl:2][C:3]1[CH:8]=[CH:7][C:6]([N:9]([CH2:11][CH2:12][CH2:13][C:14]2[CH:19]=[CH:18][CH:17]=[CH:16][CH:15]=2)N)=[CH:5][CH:4]=1.C(O[CH:23](OCC)[CH2:24][CH2:25][CH2:26][NH:27][CH3:28])C. (4) The reactants are [OH:1][C:2]1[CH:13]=[CH:12][C:5]2[O:6][CH:7]([CH3:11])[C:8](=[O:10])[NH:9][C:4]=2[CH:3]=1.O[CH:15]1[CH2:20][CH2:19][N:18]([C:21]([O:23][C:24]([CH3:27])([CH3:26])[CH3:25])=[O:22])[CH2:17][CH2:16]1.C1C=CC(P(C2C=CC=CC=2)C2C=CC=CC=2)=CC=1.CCOC(/N=N/C(OCC)=O)=O. The catalyst is C1COCC1. The product is [CH3:11][CH:7]1[O:6][C:5]2[CH:12]=[CH:13][C:2]([O:1][CH:15]3[CH2:20][CH2:19][N:18]([C:21]([O:23][C:24]([CH3:27])([CH3:26])[CH3:25])=[O:22])[CH2:17][CH2:16]3)=[CH:3][C:4]=2[NH:9][C:8]1=[O:10]. The yield is 0.551. (5) The reactants are [NH2:1][C:2]1[C:11]2[CH:10]=[CH:9][CH:8]=[C:7](Br)[C:6]=2[N:5]=[C:4]2[CH2:13][N:14]([CH2:17][CH2:18][CH3:19])[C:15](=[O:16])[C:3]=12.[Cl:20][C:21]1[C:26](B(O)O)=[CH:25][CH:24]=[C:23]([CH3:30])[N:22]=1. No catalyst specified. The product is [NH2:1][C:2]1[C:11]2[CH:10]=[CH:9][CH:8]=[C:7]([C:26]3[C:21]([Cl:20])=[N:22][C:23]([CH3:30])=[CH:24][CH:25]=3)[C:6]=2[N:5]=[C:4]2[CH2:13][N:14]([CH2:17][CH2:18][CH3:19])[C:15](=[O:16])[C:3]=12. The yield is 0.860.